Dataset: Experimentally validated miRNA-target interactions with 360,000+ pairs, plus equal number of negative samples. Task: Binary Classification. Given a miRNA mature sequence and a target amino acid sequence, predict their likelihood of interaction. (1) The miRNA is hsa-miR-1471 with sequence GCCCGCGUGUGGAGCCAGGUGU. The protein sequence of the target gene is MRSRLLLSVAHLPTIRETTEEMLLGGPGQEPPPSPSLDDYVRSISRLAQPTSVLDKATAQGQPRPPHRPAQACRKGRPAVSLRDITARFSGQQPTLPMADTVDPLDWLFGESQEKQPSQRDLPRRTGPSAGLWGPHRQMDSSKPMGAPRGRLCEARMPGHSLARPPQDGQQSSDLRSWTFGQSAQAMASRHRPRPSSVLRTLYSHLPVIHEL. Result: 0 (no interaction). (2) The miRNA is hsa-miR-329-5p with sequence GAGGUUUUCUGGGUUUCUGUUUC. The protein sequence of the target gene is MLGFITRPPHRFLSLLCPGLRIPQLSVLCAQPRPRAMAISSSSCELPLVAVCQVTSTPDKQQNFKTCAELVREAARLGACLAFLPEAFDFIARDPAETLHLSEPLGGKLLEEYTQLARECGLWLSLGGFHERGQDWEQTQKIYNCHVLLNSKGAVVATYRKTHLCDVEIPGQGPMCESNSTMPGPSLESPVSTPAGKIGLAVCYDMRFPELSLALAQAGAEILTYPSAFGSITGPAHWEVLLRARAIETQCYVVAAAQCGRHHEKRASYGHSMVVDPWGTVVARCSEGPGLCLARIDLNY.... Result: 0 (no interaction). (3) The miRNA is hsa-miR-4665-5p with sequence CUGGGGGACGCGUGAGCGCGAGC. The protein sequence of the target gene is MDRAPTEQNVKLSAEVEPFIPQKKSPDTFMIPMALPNDNGSVSGVEPTPIPSYLITCYPFVQENQSNRQFPLYNNDIRWQQPNPNPTGPYFAYPIISAQPPVSTEYTYYQLMPAPCAQVMGFYHPFPTPYSNTFQAANTVNAITTECTERPSQLGQVFPLSSHRSRNSNRGSVVPKQQLLQQHIKSKRPLVKNVATQKETNAAGPDSRSKIVLLVDASQQTDFPSDIANKSLSETTATMLWKSKGRRRRASHPTAESSSEQGASEADIDSDSGYCSPKHSNNQPAAGALRNPDSGTMNHV.... Result: 1 (interaction). (4) The miRNA is hsa-miR-4487 with sequence AGAGCUGGCUGAAGGGCAG. The protein sequence of the target gene is MVESCLLTFRAFFWWIALIKMDLSDLGEAAAFLRRSEAELLLLQATALDGKKKCWIPDGENAYIEAEVKGSEDDGTVIVETADGESLSIKEDKIQQMNPPEFEMIEDMAMLTHLNEASVLHTLKRRYGQWMIYTYSGLFCVTINPYKWLPVYQKEVMAAYKGKRRSEAPPHIFAVANNAFQDMLHNRENQSILFTGESGAGKTVNSKHIIQYFATIAAMIESRKKQGALEDQIMQANTILEAFGNAKTLRNDNSSRFGKFIRMHFGARGMLSSVDIDIYLLEKSRVIFQQAGERNYHIFY.... Result: 1 (interaction). (5) The miRNA is mmu-miR-187-3p with sequence UCGUGUCUUGUGUUGCAGCCGG. The protein sequence of the target gene is MVHGSVTFRDVAIDFSQEEWECLQPDQRTLYRDVMLENYSHLISLGSSISKPDVITLLEQEKEPWIVVSKETSRWYPDLESKYGPEKISPENDIFEINLPKHVIKQISKTLGLEAFYFRNDSEYRSRFEGRQGHQEGYINQKIISYEEMPAYTHASPIHNTHKPYECKECGKYFSCGSNLIQHQSIHTGEKPYKCKECGKAFQLHIQLTRHQKFHTGEKTFECKECGKAFNLPTQLNRHKNIHTVKKLFECKECGKSFNRSSNLTQHQSIHAGVKPYQCKECGKAFNRGSNLIQHQKIHS.... Result: 0 (no interaction). (6) The miRNA is hsa-miR-6791-5p with sequence CCCCUGGGGCUGGGCAGGCGGA. The protein sequence of the target gene is MEAFPWAPRSPRRGRAPPPMALVPSARYVSAPGPAHPQPFSSWNDYLGLATLITKAVDGEPRFGCARGGNGGGGSPPSSSSSSCCSPHTGAGPGALGPALGPPDYDEDDDDDSDEPGSRGRYLGSALELRALELCAGPAEAGLLEERFAELSPFAGRAAAVLLGCAPAAAAAATTTSEATPREERAPAWAAEPRLHAASGAAAARLLKPELQVCVFCRNNKEAMALYTTHILKGPDGRVLCPVLRRYTCPLCGASGDNAHTIKYCPLSKVPPPPARPPPRSARDGPPGKKLR. Result: 1 (interaction). (7) The miRNA is hsa-miR-197-3p with sequence UUCACCACCUUCUCCACCCAGC. The protein sequence of the target gene is METRQVSRSPRVRLLLLLLLLLVVPWGVRTASGVALPPVGVLSLRPPGRAWADPATPRPRRSLALADDAAFRERARLLAALERRHWLNSYMHKLLVLDAP. Result: 0 (no interaction).